This data is from Full USPTO retrosynthesis dataset with 1.9M reactions from patents (1976-2016). The task is: Predict the reactants needed to synthesize the given product. (1) Given the product [C:61]([O:60][C:59](=[O:65])[NH:58][CH2:57][CH2:56][O:55][CH2:54][CH2:53][O:52][CH2:51][CH2:50][O:49][CH2:48][CH2:47][O:46][CH2:45][CH2:44][O:43][CH2:42][CH2:41][O:19][C:16]1[CH:17]=[CH:18][C:13]2[N:12]3[C:20]([CH3:23])=[N:21][N:22]=[C:11]3[C@H:10]([CH2:24][C:25]([NH:27][CH2:28][CH3:29])=[O:26])[N:9]=[C:8]([C:5]3[CH:6]=[CH:7][C:2]([Cl:1])=[CH:3][CH:4]=3)[C:14]=2[CH:15]=1)([CH3:64])([CH3:63])[CH3:62], predict the reactants needed to synthesize it. The reactants are: [Cl:1][C:2]1[CH:7]=[CH:6][C:5]([C:8]2[C:14]3[CH:15]=[C:16]([OH:19])[CH:17]=[CH:18][C:13]=3[N:12]3[C:20]([CH3:23])=[N:21][N:22]=[C:11]3[C@H:10]([CH2:24][C:25]([NH:27][CH2:28][CH3:29])=[O:26])[N:9]=2)=[CH:4][CH:3]=1.C(=O)([O-])[O-].[K+].[K+].CS(O[CH2:41][CH2:42][O:43][CH2:44][CH2:45][O:46][CH2:47][CH2:48][O:49][CH2:50][CH2:51][O:52][CH2:53][CH2:54][O:55][CH2:56][CH2:57][NH:58][C:59](=[O:65])[O:60][C:61]([CH3:64])([CH3:63])[CH3:62])(=O)=O. (2) Given the product [CH:1]1([NH:7][C:8]2[O:9][C:10]([CH3:24])([CH3:23])[CH:11]([C:16]3[CH:21]=[CH:20][CH:19]=[C:18]([O:22][CH3:25])[CH:17]=3)[S:12](=[O:15])(=[O:14])[N:13]=2)[CH2:6][CH2:5][CH2:4][CH2:3][CH2:2]1, predict the reactants needed to synthesize it. The reactants are: [CH:1]1([NH:7][C:8]2[O:9][C:10]([CH3:24])([CH3:23])[CH:11]([C:16]3[CH:17]=[C:18]([OH:22])[CH:19]=[CH:20][CH:21]=3)[S:12](=[O:15])(=[O:14])[N:13]=2)[CH2:6][CH2:5][CH2:4][CH2:3][CH2:2]1.[CH3:25]C(C)([O-])C.[K+].CI. (3) Given the product [F:29][CH:12]([F:11])[C:13]1[CH:18]=[C:17]([NH:19][C:20]([N:55]2[C@@H:56]([CH3:58])[CH2:57][N:52]3[N:51]=[CH:50][C:49]([N:6]4[CH2:7][CH:3]([C:2]([F:10])([F:9])[F:1])[CH2:4][C:5]4=[O:8])=[C:53]3[CH2:54]2)=[O:28])[CH:16]=[CH:15][N:14]=1, predict the reactants needed to synthesize it. The reactants are: [F:1][C:2]([F:10])([F:9])[CH:3]1[CH2:7][NH:6][C:5](=[O:8])[CH2:4]1.[F:11][CH:12]([F:29])[C:13]1[CH:18]=[C:17]([NH:19][C:20](=[O:28])OC2C=CC=CC=2)[CH:16]=[CH:15][N:14]=1.ClC1C=C(NC(=O)OC2C=CC=CC=2)C=CC=1F.I[C:49]1[CH:50]=[N:51][N:52]2[CH2:57][C@H:56]([CH3:58])[N:55](C(OC(C)(C)C)=O)[CH2:54][C:53]=12.IC1C=NN2CCN(C(OC(C)(C)C)=O)CC=12.